From a dataset of Forward reaction prediction with 1.9M reactions from USPTO patents (1976-2016). Predict the product of the given reaction. (1) Given the reactants [F:1][C:2]1[CH:7]=[C:6]([F:8])[CH:5]=[CH:4][C:3]=1[C@@H:9]([F:30])[CH:10]1[CH2:15][CH2:14][N:13]([C:16]2[N:17]=[C:18]3[CH2:29][CH2:28][NH:27][CH2:26][C:19]3=[N:20][C:21]=2[NH:22][CH:23]([CH3:25])[CH3:24])[CH2:12][CH2:11]1.[CH:31](OC1C=CC=CC=1)=[O:32], predict the reaction product. The product is: [F:1][C:2]1[CH:7]=[C:6]([F:8])[CH:5]=[CH:4][C:3]=1[C@@H:9]([F:30])[CH:10]1[CH2:15][CH2:14][N:13]([C:16]2[N:17]=[C:18]3[CH2:29][CH2:28][N:27]([CH:31]=[O:32])[CH2:26][C:19]3=[N:20][C:21]=2[NH:22][CH:23]([CH3:25])[CH3:24])[CH2:12][CH2:11]1. (2) Given the reactants [F:1][C:2]([F:7])([F:6])[C:3]([OH:5])=[O:4].[NH:8]=[C:9]([N:33]1[CH2:37][CH2:36][CH2:35][CH2:34]1)[C:10]1[CH:32]=[CH:31][C:13]([C:14]([O:16][C@@H:17]([CH2:19]OS(C2C=CC(C)=CC=2)(=O)=O)[CH3:18])=[O:15])=[CH:12][CH:11]=1.[Br-:38].[Li+], predict the reaction product. The product is: [F:1][C:2]([F:7])([F:6])[C:3]([OH:5])=[O:4].[NH:8]=[C:9]([N:33]1[CH2:37][CH2:36][CH2:35][CH2:34]1)[C:10]1[CH:32]=[CH:31][C:13]([C:14]([O:16][C@@H:17]([CH2:19][Br:38])[CH3:18])=[O:15])=[CH:12][CH:11]=1. (3) Given the reactants [CH3:1][O:2][CH2:3][CH2:4]Br.[CH3:6][O:7][C:8]1[CH:9]=[C:10]([NH:17][C@H:18]2[CH2:22][CH2:21][NH:20][CH2:19]2)[CH:11]=[CH:12][C:13]=1[N+:14]([O-:16])=[O:15].CCN(CC)CC, predict the reaction product. The product is: [CH3:6][O:7][C:8]1[CH:9]=[C:10]([NH:17][C@H:18]2[CH2:22][CH2:21][N:20]([CH2:4][CH2:3][O:2][CH3:1])[CH2:19]2)[CH:11]=[CH:12][C:13]=1[N+:14]([O-:16])=[O:15]. (4) Given the reactants [CH2:1]([O:3][C:4]1[N:8]([CH2:9][C:10]2[CH:15]=[CH:14][C:13]([C:16]3[CH:21]=[CH:20][CH:19]=[CH:18][C:17]=3[C:22]3[NH:26][C:25](=[O:27])[O:24][N:23]=3)=[CH:12][CH:11]=2)[C:7]2[C:28]([C:32]([OH:34])=[O:33])=[CH:29][CH:30]=[CH:31][C:6]=2[N:5]=1)[CH3:2].Cl[CH:36]1[CH2:40][O:39][C:38](=[O:41])[O:37]1.C(N(CC)CC)C, predict the reaction product. The product is: [CH2:1]([O:3][C:4]1[N:8]([CH2:9][C:10]2[CH:11]=[CH:12][C:13]([C:16]3[CH:21]=[CH:20][CH:19]=[CH:18][C:17]=3[C:22]3[NH:26][C:25](=[O:27])[O:24][N:23]=3)=[CH:14][CH:15]=2)[C:7]2[C:28]([C:32]([O:34][CH:36]3[CH2:40][O:39][C:38](=[O:41])[O:37]3)=[O:33])=[CH:29][CH:30]=[CH:31][C:6]=2[N:5]=1)[CH3:2]. (5) Given the reactants [CH3:1][C:2]1[CH:3]=[CH:4][C:5]([CH3:8])=[CH:6][CH:7]=1.C(O[O:14][C:15]([CH3:18])(C)C)(C)(C)C.[C]=O.[CH2:21]([OH:23])C, predict the reaction product. The product is: [CH3:1][C:2]1[CH:7]=[CH:6][C:5]([CH2:8][C:21]([O:14][CH2:15][CH3:18])=[O:23])=[CH:4][CH:3]=1.